From a dataset of Reaction yield outcomes from USPTO patents with 853,638 reactions. Predict the reaction yield, written as a fraction of the theoretical maximum amount of product (1.0 means a 100% yield; for example, 0.34 means a 34% yield). (1) The reactants are [OH:1][C:2]1[CH:7]=[C:6]([Cl:8])[N:5]=[N:4][C:3]=1Cl.[CH:10]1([C:13]2[CH:18]=[CH:17][CH:16]=[C:15]([CH3:19])[C:14]=2[OH:20])[CH2:12][CH2:11]1.CC(CCC1C=CC=CC=1)CO.[OH-].[K+].Cl. The catalyst is CO. The product is [Cl:8][C:6]1[N:5]=[N:4][C:3]([O:20][C:14]2[C:15]([CH3:19])=[CH:16][CH:17]=[CH:18][C:13]=2[CH:10]2[CH2:11][CH2:12]2)=[C:2]([OH:1])[CH:7]=1. The yield is 0.660. (2) The reactants are [I:1]I.[N+:3]([C:6]1[CH:12]=[CH:11][C:9]([NH2:10])=[CH:8][CH:7]=1)([O-:5])=[O:4]. The catalyst is C(O)C.S([O-])([O-])(=O)=O.[Ag+2]. The product is [I:1][C:11]1[CH:12]=[C:6]([N+:3]([O-:5])=[O:4])[CH:7]=[CH:8][C:9]=1[NH2:10]. The yield is 0.950.